This data is from Full USPTO retrosynthesis dataset with 1.9M reactions from patents (1976-2016). The task is: Predict the reactants needed to synthesize the given product. (1) The reactants are: [OH:1][C@@H:2]1[CH2:7][CH2:6][CH2:5][CH2:4][C@H:3]1[C:8]([O:10]CC)=O.O.[NH2:14][NH2:15]. Given the product [OH:1][C@@H:2]1[CH2:7][CH2:6][CH2:5][CH2:4][C@H:3]1[C:8]([NH:14][NH2:15])=[O:10], predict the reactants needed to synthesize it. (2) Given the product [OH:11][S:9]([O:12][O:13][S:14]([OH:17])(=[O:16])=[O:15])(=[O:10])=[O:8], predict the reactants needed to synthesize it. The reactants are: S(=O)(=O)(O)O.[NH4+].[NH4+].[O-:8][S:9]([O:12][O:13][S:14]([O-:17])(=[O:16])=[O:15])(=[O:11])=[O:10]. (3) Given the product [Br:1][C:2]1[C:7]([CH2:8][O:9][CH:13]2[CH2:14][CH2:15][CH2:16][CH2:17][O:12]2)=[CH:6][C:5]([O:10][CH:17]2[CH2:16][CH2:15][CH2:14][CH2:13][O:12]2)=[CH:4][C:3]=1[F:11], predict the reactants needed to synthesize it. The reactants are: [Br:1][C:2]1[C:7]([CH2:8][OH:9])=[CH:6][C:5]([OH:10])=[CH:4][C:3]=1[F:11].[O:12]1[CH:17]=[CH:16][CH2:15][CH2:14][CH2:13]1. (4) Given the product [CH2:2]([O:3][C:4](=[O:8])[CH2:5][N:6]([CH3:7])[C:26]1[C:25]2[C:20](=[CH:21][CH:22]=[C:23]([N+:27]([O-:29])=[O:28])[CH:24]=2)[NH:19][N:18]=1)[CH3:9], predict the reactants needed to synthesize it. The reactants are: Cl.[CH3:2][O:3][C:4](=[O:8])[CH2:5][NH:6][CH3:7].[C:9](=O)([O-])[O-].[K+].[K+].[N+]([N:18]1[CH:26]=[C:25]2[C:20]([CH:21]=[CH:22][C:23]([N+:27]([O-:29])=[O:28])=[CH:24]2)=[N:19]1)([O-])=O. (5) Given the product [Cl:5][C:6]1[C:7]2[C:16](=[O:26])[C:17]([C:18]3[CH:23]=[CH:22][C:21]([OH:24])=[CH:20][CH:19]=3)=[CH:15][O:14][C:8]=2[CH:9]=[C:10]([OH:12])[CH:11]=1, predict the reactants needed to synthesize it. The reactants are: B(Br)(Br)Br.[Cl:5][C:6]1[CH:11]=[C:10]([O:12]C)[CH:9]=[C:8]([O:14][CH3:15])[C:7]=1[C:16](=[O:26])[CH2:17][C:18]1[CH:23]=[CH:22][C:21]([O:24]C)=[CH:20][CH:19]=1.